Task: Predict the reaction yield, written as a fraction of the theoretical maximum amount of product (1.0 means a 100% yield; for example, 0.34 means a 34% yield).. Dataset: Reaction yield outcomes from USPTO patents with 853,638 reactions (1) The reactants are [NH:1]1[C:5]2[CH:6]=[CH:7][C:8]([C:10]([OH:12])=O)=[CH:9][C:4]=2[N:3]=[CH:2]1.CN(C(ON1N=NC2C=CC=CC1=2)=[N+](C)C)C.F[P-](F)(F)(F)(F)F.CCN(C(C)C)C(C)C.[Cl:46][C:47]1[CH:52]=[CH:51][C:50]([CH2:53][CH2:54][NH2:55])=[CH:49][CH:48]=1. The catalyst is CN(C=O)C.O.CO. The product is [Cl:46][C:47]1[CH:52]=[CH:51][C:50]([CH2:53][CH2:54][NH:55][C:10]([C:8]2[CH:7]=[CH:6][C:5]3[NH:1][CH:2]=[N:3][C:4]=3[CH:9]=2)=[O:12])=[CH:49][CH:48]=1. The yield is 0.510. (2) The reactants are [OH:1][CH2:2][C:3]1[CH:8]=[CH:7][C:6]([CH:9]2[CH2:14][CH2:13][N:12]([C:15]([O:17][C:18]([CH3:21])([CH3:20])[CH3:19])=[O:16])[CH2:11][CH:10]2[O:22][CH2:23][C:24]2[CH:33]=[CH:32][C:31]3[C:26](=[CH:27][CH:28]=[CH:29][CH:30]=3)[CH:25]=2)=[CH:5][CH:4]=1.C(N(CC)CC)C.[C:41](Cl)(=[O:46])[C:42]([CH3:45])([CH3:44])[CH3:43]. The catalyst is C(Cl)Cl. The product is [CH3:43][C:42]([CH3:45])([CH3:44])[C:41]([O:1][CH2:2][C:3]1[CH:8]=[CH:7][C:6]([CH:9]2[CH2:14][CH2:13][N:12]([C:15]([O:17][C:18]([CH3:21])([CH3:19])[CH3:20])=[O:16])[CH2:11][CH:10]2[O:22][CH2:23][C:24]2[CH:33]=[CH:32][C:31]3[C:26](=[CH:27][CH:28]=[CH:29][CH:30]=3)[CH:25]=2)=[CH:5][CH:4]=1)=[O:46]. The yield is 0.730. (3) The reactants are [H-].[Na+].[C:3]([C:5]1[CH:41]=[CH:40][C:8]([C:9]([NH:11][C:12]2[C:13]([C:36]([F:39])([F:38])[F:37])=[N:14][C:15]([O:18][CH2:19][C:20]3[C:21]([C:28]4[C:33]([Cl:34])=[CH:32][CH:31]=[CH:30][C:29]=4[Cl:35])=[N:22][O:23][C:24]=3[CH:25]([CH3:27])[CH3:26])=[CH:16][CH:17]=2)=[O:10])=[CH:7][CH:6]=1)#[N:4].I[CH3:43]. The catalyst is C1COCC1.O. The product is [C:3]([C:5]1[CH:6]=[CH:7][C:8]([C:9]([N:11]([C:12]2[C:13]([C:36]([F:37])([F:39])[F:38])=[N:14][C:15]([O:18][CH2:19][C:20]3[C:21]([C:28]4[C:29]([Cl:35])=[CH:30][CH:31]=[CH:32][C:33]=4[Cl:34])=[N:22][O:23][C:24]=3[CH:25]([CH3:27])[CH3:26])=[CH:16][CH:17]=2)[CH3:43])=[O:10])=[CH:40][CH:41]=1)#[N:4]. The yield is 0.630. (4) The reactants are [NH2:1][C:2]1[N:7]=[C:6]([NH2:8])[CH:5]=[CH:4][N:3]=1.[Br:9]N1C(=O)CCC1=O.C(Cl)Cl.[OH-].[Na+]. The catalyst is C(Cl)(Cl)Cl. The product is [Br:9][C:5]1[C:6]([NH2:8])=[N:7][C:2]([NH2:1])=[N:3][CH:4]=1. The yield is 0.740.